This data is from Reaction yield outcomes from USPTO patents with 853,638 reactions. The task is: Predict the reaction yield, written as a fraction of the theoretical maximum amount of product (1.0 means a 100% yield; for example, 0.34 means a 34% yield). (1) The reactants are [CH2:1]([N:8]1[CH2:13][CH2:12][N:11]([C@@H:14]([CH2:19][NH:20]C(OC(C)(C)C)=O)[C:15]([O:17][CH3:18])=[O:16])[CH2:10][CH2:9]1)[C:2]1[CH:7]=[CH:6][CH:5]=[CH:4][CH:3]=1.[ClH:28]. The catalyst is CO. The product is [ClH:28].[ClH:28].[ClH:28].[NH2:20][CH2:19][C@H:14]([N:11]1[CH2:10][CH2:9][N:8]([CH2:1][C:2]2[CH:3]=[CH:4][CH:5]=[CH:6][CH:7]=2)[CH2:13][CH2:12]1)[C:15]([O:17][CH3:18])=[O:16]. The yield is 1.00. (2) The product is [Cl:1][C:2]1[CH:25]=[C:24]([Cl:26])[CH:23]=[C:22]([CH3:27])[C:3]=1[O:4][C:5]1[N:9]([CH3:10])[C:8]2[C:11]([CH:17]([CH2:20][CH3:21])[CH2:18][CH3:19])=[CH:12][CH:13]=[C:14]([CH:15]=[O:16])[C:7]=2[N:6]=1. The yield is 0.930. The catalyst is [O-2].[Mn+4].[O-2].O1CCCC1. The reactants are [Cl:1][C:2]1[CH:25]=[C:24]([Cl:26])[CH:23]=[C:22]([CH3:27])[C:3]=1[O:4][C:5]1[N:9]([CH3:10])[C:8]2[C:11]([CH:17]([CH2:20][CH3:21])[CH2:18][CH3:19])=[CH:12][CH:13]=[C:14]([CH2:15][OH:16])[C:7]=2[N:6]=1. (3) The reactants are [C:1]([C:5]1[CH:10]=[CH:9][C:8]([S:11]([NH:14][C:15]2[CH:20]=[C:19]([OH:21])[C:18]([CH3:22])=[CH:17][C:16]=2C2(C3C=CC=CC=3)C3C(=CC=CC=3)NC2=O)(=[O:13])=[O:12])=[CH:7][CH:6]=1)([CH3:4])([CH3:3])[CH3:2].C(C1C=CC(S(Cl)(=O)=O)=CC=1)(C)(C)C.NC1C=CC(C)=C(O)C=1. The catalyst is ClCCl.N1C=CC=CC=1. The product is [C:1]([C:5]1[CH:10]=[CH:9][C:8]([S:11]([NH:14][C:15]2[CH:16]=[CH:17][C:18]([CH3:22])=[C:19]([OH:21])[CH:20]=2)(=[O:13])=[O:12])=[CH:7][CH:6]=1)([CH3:4])([CH3:3])[CH3:2]. The yield is 0.780. (4) The reactants are [NH2:1][C:2]1[CH:7]=[CH:6][C:5]([C:8]2[CH:13]=[CH:12][C:11]([C:14]([C@@H:16]3[CH2:19][CH2:18][C@H:17]3[C:20]([O:22]C)=[O:21])=[O:15])=[CH:10][CH:9]=2)=[CH:4][CH:3]=1.Cl[C:25]1[S:26][C:27]2[CH:33]=[C:32]([Cl:34])[CH:31]=[CH:30][C:28]=2[N:29]=1.[OH-].[Na+]. The catalyst is C(O)CCC. The product is [Cl:34][C:32]1[CH:31]=[CH:30][C:28]2[N:29]=[C:25]([NH:1][C:2]3[CH:7]=[CH:6][C:5]([C:8]4[CH:13]=[CH:12][C:11]([C:14]([C@@H:16]5[CH2:19][CH2:18][C@H:17]5[C:20]([OH:22])=[O:21])=[O:15])=[CH:10][CH:9]=4)=[CH:4][CH:3]=3)[S:26][C:27]=2[CH:33]=1. The yield is 0.100. (5) The reactants are [CH3:1][O:2][C:3](=[O:61])[NH:4][CH:5]([C:9]([N:11]1[CH2:15][CH2:14][CH2:13][CH:12]1[C:16]1[NH:17][C:18]([C:21]2[CH:30]=[CH:29][C:28]3[C:23](=[CH:24][CH:25]=[C:26]([C:31]4[CH:36]=[CH:35][C:34]([C:37]5[NH:38][C:39]([C@@H:42]6[CH2:46][CH2:45][CH2:44][N:43]6[C:47](=[O:60])[CH:48]([NH:55][C:56]([O:58][CH3:59])=[O:57])[C:49]6[CH:54]=[CH:53][CH:52]=[CH:51][CH:50]=6)=[N:40][CH:41]=5)=[CH:33][CH:32]=4)[CH:27]=3)[CH:22]=2)=[CH:19][N:20]=1)=[O:10])[CH:6]([CH3:8])[CH3:7].[CH3:62]OC(NC(C1C=CC=CC=1C)C(O)=O)=O. No catalyst specified. The product is [CH3:1][O:2][C:3](=[O:61])[NH:4][CH:5]([C:9]([N:11]1[CH2:15][CH2:14][CH2:13][CH:12]1[C:16]1[NH:17][C:18]([C:21]2[CH:30]=[CH:29][C:28]3[C:23](=[CH:24][CH:25]=[C:26]([C:31]4[CH:32]=[CH:33][C:34]([C:37]5[NH:38][C:39]([CH:42]6[CH2:46][CH2:45][CH2:44][N:43]6[C:47](=[O:60])[CH:48]([NH:55][C:56]([O:58][CH3:59])=[O:57])[C:49]6[CH:54]=[CH:53][CH:52]=[CH:51][C:50]=6[CH3:62])=[N:40][CH:41]=5)=[CH:35][CH:36]=4)[CH:27]=3)[CH:22]=2)=[CH:19][N:20]=1)=[O:10])[CH:6]([CH3:8])[CH3:7]. The yield is 0.500. (6) The reactants are [S:1]1[C:5]2[CH:6]=[CH:7][CH:8]=[CH:9][C:4]=2[N:3]=[C:2]1[N:10]1[C:14](=[O:15])[CH:13]=[C:12]([C:16]2[CH:21]=[CH:20][CH:19]=[C:18]([C:22]([F:25])([F:24])[F:23])[CH:17]=2)[NH:11]1.CO[CH:28](OC)[N:29]([CH3:31])[CH3:30].C(OCC)C. The catalyst is C1COCC1. The product is [S:1]1[C:5]2[CH:6]=[CH:7][CH:8]=[CH:9][C:4]=2[N:3]=[C:2]1[N:10]1[C:14](=[O:15])[C:13](=[CH:28][N:29]([CH3:31])[CH3:30])[C:12]([C:16]2[CH:21]=[CH:20][CH:19]=[C:18]([C:22]([F:23])([F:24])[F:25])[CH:17]=2)=[N:11]1. The yield is 0.830. (7) The reactants are Cl[C:2]1[N:10]=[C:9]2[C:5]([N:6]=[C:7]([CH2:12][CH2:13][N:14]3[CH2:23][CH2:22][C:17]4([CH2:20][CH:19]([OH:21])[CH2:18]4)[CH2:16][CH2:15]3)[N:8]2[CH3:11])=[C:4]([N:24]2[CH2:29][CH2:28][O:27][CH2:26][CH2:25]2)[N:3]=1.[CH2:30]([C:32]1[NH:33][C:34]2[CH:40]=[CH:39][CH:38]=[CH:37][C:35]=2[N:36]=1)[CH3:31].CC(C1C=C(C(C)C)C(C2C=CC=CC=2P(C2CCCCC2)C2CCCCC2)=C(C(C)C)C=1)C.C([O-])([O-])=O.[Cs+].[Cs+]. The catalyst is O1CCOCC1.C1C=CC(/C=C/C(/C=C/C2C=CC=CC=2)=O)=CC=1.C1C=CC(/C=C/C(/C=C/C2C=CC=CC=2)=O)=CC=1.C1C=CC(/C=C/C(/C=C/C2C=CC=CC=2)=O)=CC=1.[Pd].[Pd]. The product is [CH2:30]([C:32]1[N:33]([C:2]2[N:10]=[C:9]3[C:5]([N:6]=[C:7]([CH2:12][CH2:13][N:14]4[CH2:15][CH2:16][C:17]5([CH2:20][CH:19]([OH:21])[CH2:18]5)[CH2:22][CH2:23]4)[N:8]3[CH3:11])=[C:4]([N:24]3[CH2:29][CH2:28][O:27][CH2:26][CH2:25]3)[N:3]=2)[C:34]2[CH:40]=[CH:39][CH:38]=[CH:37][C:35]=2[N:36]=1)[CH3:31]. The yield is 0.440. (8) The reactants are [C:1]([O:5][CH3:6])(=[O:4])[CH2:2][SH:3].Cl[C:8]1[CH:15]=[CH:14][CH:13]=[C:12]([S:16][C:17]2[CH:22]=[CH:21][C:20]([O:23][CH3:24])=[CH:19][CH:18]=2)[C:9]=1[CH:10]=O.C[O-].[Na+]. The catalyst is CN(C)C=O. The product is [CH3:24][O:23][C:20]1[CH:19]=[CH:18][C:17]([S:16][C:12]2[C:9]3[CH:10]=[C:2]([C:1]([O:5][CH3:6])=[O:4])[S:3][C:8]=3[CH:15]=[CH:14][CH:13]=2)=[CH:22][CH:21]=1. The yield is 0.280. (9) The reactants are [CH:1](=O)[CH:2]([CH3:4])[CH3:3].[CH3:6][C:7]([CH:9]([CH3:11])[CH3:10])=O.[C:12](#[N:16])[CH2:13][C:14]#[N:15].C([O-])(=O)C.[NH4+:21]. No catalyst specified. The product is [NH2:15][C:14]1[N:21]=[C:1]([CH:2]([CH3:4])[CH3:3])[CH:6]=[C:7]([CH:9]([CH3:11])[CH3:10])[C:13]=1[C:12]#[N:16]. The yield is 0.500. (10) The reactants are [C:1]([C:5]1[CH:6]=[C:7]2[C:11](=[CH:12][C:13]=1[N+:14]([O-])=O)[NH:10][CH:9]=[CH:8]2)([CH3:4])([CH3:3])[CH3:2]. The catalyst is [Ni].CO. The product is [C:1]([C:5]1[CH:6]=[C:7]2[C:11](=[CH:12][C:13]=1[NH2:14])[NH:10][CH:9]=[CH:8]2)([CH3:4])([CH3:2])[CH3:3]. The yield is 0.870.